Dataset: Full USPTO retrosynthesis dataset with 1.9M reactions from patents (1976-2016). Task: Predict the reactants needed to synthesize the given product. (1) The reactants are: [OH:1][C:2]([CH3:35])([CH3:34])[CH2:3][C@:4]1([C:28]2[CH:33]=[CH:32][CH:31]=[CH:30][CH:29]=2)[CH2:9][CH2:8][N:7]([C@H:10]([C:12]2[CH:17]=[CH:16][C:15](B3OC(C)(C)C(C)(C)O3)=[CH:14][CH:13]=2)[CH3:11])[C:6](=[O:27])[NH:5]1.I[C:37]1[CH:42]=[CH:41][N:40]([CH3:43])[C:39](=[O:44])[CH:38]=1.C([O-])([O-])=O.[Cs+].[Cs+]. Given the product [OH:1][C:2]([CH3:34])([CH3:35])[CH2:3][C@:4]1([C:28]2[CH:33]=[CH:32][CH:31]=[CH:30][CH:29]=2)[CH2:9][CH2:8][N:7]([C@H:10]([C:12]2[CH:13]=[CH:14][C:15]([C:37]3[CH:42]=[CH:41][N:40]([CH3:43])[C:39](=[O:44])[CH:38]=3)=[CH:16][CH:17]=2)[CH3:11])[C:6](=[O:27])[NH:5]1, predict the reactants needed to synthesize it. (2) Given the product [C:1]([C:3]1[CH:4]=[C:5]([NH:9][C:10]([N:12]2[CH2:13][CH2:14][N:15]([C:18](=[O:26])[C:19]3[CH:24]=[CH:23][CH:22]=[C:21]([F:25])[CH:20]=3)[CH2:16][CH2:17]2)=[O:11])[CH:6]=[CH:7][CH:8]=1)(=[O:28])[NH2:2], predict the reactants needed to synthesize it. The reactants are: [C:1]([C:3]1[CH:4]=[C:5]([NH:9][C:10]([N:12]2[CH2:17][CH2:16][N:15]([C:18](=[O:26])[C:19]3[CH:24]=[CH:23][CH:22]=[C:21]([F:25])[CH:20]=3)[CH2:14][CH2:13]2)=[O:11])[CH:6]=[CH:7][CH:8]=1)#[N:2].C([O-])([O-])=[O:28].[K+].[K+].C(N)(N)=O.OO. (3) Given the product [F:1][C:2]([F:29])([C:25]([F:28])([F:27])[F:26])[CH2:3][NH:4][C:5]([C:7]1([CH2:20][CH2:21][CH2:22][CH2:23][N:33]2[CH2:34][CH2:35][N:30]([C:36]3[CH:45]=[CH:44][C:43]4[C:38](=[CH:39][CH:40]=[CH:41][CH:42]=4)[N:37]=3)[CH2:31][CH2:32]2)[C:19]2[CH:18]=[CH:17][CH:16]=[CH:15][C:14]=2[C:13]2[C:8]1=[CH:9][CH:10]=[CH:11][CH:12]=2)=[O:6], predict the reactants needed to synthesize it. The reactants are: [F:1][C:2]([F:29])([C:25]([F:28])([F:27])[F:26])[CH2:3][NH:4][C:5]([C:7]1([CH2:20][CH2:21][CH2:22][CH2:23]Br)[C:19]2[CH:18]=[CH:17][CH:16]=[CH:15][C:14]=2[C:13]2[C:8]1=[CH:9][CH:10]=[CH:11][CH:12]=2)=[O:6].[N:30]1([C:36]2[CH:45]=[CH:44][C:43]3[C:38](=[CH:39][CH:40]=[CH:41][CH:42]=3)[N:37]=2)[CH2:35][CH2:34][NH:33][CH2:32][CH2:31]1. (4) Given the product [F:30][C:29]([F:32])([F:31])[S:26]([O:12][C:5]1[C:6]2[C:11](=[CH:10][CH:9]=[CH:8][CH:7]=2)[C:2]([Cl:1])=[CH:3][CH:4]=1)(=[O:28])=[O:27], predict the reactants needed to synthesize it. The reactants are: [Cl:1][C:2]1[C:11]2[C:6](=[CH:7][CH:8]=[CH:9][CH:10]=2)[C:5]([OH:12])=[CH:4][CH:3]=1.CC(C)([O-])C.[Na+].C1C=CC(N([S:26]([C:29]([F:32])([F:31])[F:30])(=[O:28])=[O:27])[S:26]([C:29]([F:32])([F:31])[F:30])(=[O:28])=[O:27])=CC=1.O. (5) Given the product [Cl:36][C:37]1[CH:38]=[CH:39][C:40]2[N:46]3[CH:47]=[CH:48][CH:49]=[C:45]3[C@@H:44]([CH2:50][CH2:51][N:52]3[CH:56]=[C:55]([CH2:57][O:58][C:59]([CH3:64])([CH3:65])[C:60]([OH:62])=[O:61])[N:54]=[N:53]3)[O:43][C@H:42]([C:66]3[CH:71]=[CH:70][CH:69]=[C:68]([O:72][CH3:73])[C:67]=3[O:74][CH3:75])[C:41]=2[CH:76]=1, predict the reactants needed to synthesize it. The reactants are: ClC1C=CC2N3C=CC=C3[C@@H](CCN3C=C(C(O)=O)N=N3)O[C@H](C3C=CC=C(OC)C=3OC)C=2C=1.[Cl:36][C:37]1[CH:38]=[CH:39][C:40]2[N:46]3[CH:47]=[CH:48][CH:49]=[C:45]3[C@@H:44]([CH2:50][CH2:51][N:52]3[CH:56]=[C:55]([CH2:57][O:58][C:59]([CH3:65])([CH3:64])[C:60]([O:62]C)=[O:61])[N:54]=[N:53]3)[O:43][C@H:42]([C:66]3[CH:71]=[CH:70][CH:69]=[C:68]([O:72][CH3:73])[C:67]=3[O:74][CH3:75])[C:41]=2[CH:76]=1.C(=O)([O-])[O-].[K+].[K+]. (6) Given the product [Cl:27][C:21]1[C:22]([Cl:26])=[CH:23][CH:24]=[CH:25][C:20]=1[S:17]([NH:16][C:13]1[C:12]([O:36][CH3:37])=[N:11][C:10]([N:6]2[CH2:7][CH2:8][CH:3]([CH2:2][OH:1])[CH2:4][CH2:5]2)=[CH:15][N:14]=1)(=[O:19])=[O:18], predict the reactants needed to synthesize it. The reactants are: [OH:1][CH2:2][CH:3]1[CH2:8][CH2:7][NH:6][CH2:5][CH2:4]1.Br[C:10]1[N:11]=[C:12]([O:36][CH3:37])[C:13]([N:16](COCC[Si](C)(C)C)[S:17]([C:20]2[CH:25]=[CH:24][CH:23]=[C:22]([Cl:26])[C:21]=2[Cl:27])(=[O:19])=[O:18])=[N:14][CH:15]=1. (7) Given the product [OH:29][C@H:27]([C@H:30]1[CH2:34][N:33]([C@H:35]([C:37]2[CH:38]=[CH:39][C:40]([O:43][CH3:44])=[CH:41][CH:42]=2)[CH3:36])[C:32](=[O:45])[CH2:31]1)[CH3:28], predict the reactants needed to synthesize it. The reactants are: C1(C)C=CC(S(N[C@H](C2C=CC=CC=2)[C@@H](C2C=CC=CC=2)N)(=O)=O)=CC=1.[C:27]([C@H:30]1[CH2:34][N:33]([C@H:35]([C:37]2[CH:42]=[CH:41][C:40]([O:43][CH3:44])=[CH:39][CH:38]=2)[CH3:36])[C:32](=[O:45])[CH2:31]1)(=[O:29])[CH3:28].C([O-])=O.[Na+].